Dataset: hERG Central: cardiac toxicity at 1µM, 10µM, and general inhibition. Task: Predict hERG channel inhibition at various concentrations. (1) The molecule is O=C1CC(N2CCN(c3ccccn3)CC2)C(=O)N1CC(c1ccccc1)c1ccccc1. Results: hERG_inhib (hERG inhibition (general)): blocker. (2) Results: hERG_inhib (hERG inhibition (general)): blocker. The drug is CCc1ccc(-c2nc(CN3CCC(C(=O)N4CCN(c5ccccc5)CC4)CC3)c(C)o2)cc1. (3) The molecule is COC(=O)[C@H]1[C@@H](O)CC[C@H]2CN3CCc4c([nH]c5ccccc45)[C@@H]3C[C@@H]21. Results: hERG_inhib (hERG inhibition (general)): blocker. (4) The molecule is COc1ccc(CCN(C)CCC(=O)Nc2c(C)cc(C)cc2C)cc1OC. Results: hERG_inhib (hERG inhibition (general)): blocker. (5) The molecule is CCOc1ccccc1CN1CCN(CC2=Cc3cc(OC)ccc3OC2)CC1CCO. Results: hERG_inhib (hERG inhibition (general)): blocker. (6) The drug is Cc1ccc(C(=O)N/C(=C\c2ccc(F)cc2)C(=O)NCc2ccncc2)cc1. Results: hERG_inhib (hERG inhibition (general)): blocker. (7) The compound is CCOC(=O)C1(CCOc2ccccc2)CCN(Cc2cccs2)CC1. Results: hERG_inhib (hERG inhibition (general)): blocker.